Dataset: Forward reaction prediction with 1.9M reactions from USPTO patents (1976-2016). Task: Predict the product of the given reaction. (1) Given the reactants [CH3:1][N:2]1[CH:6]=[C:5]([C:7]2[C:16]([OH:17])=[CH:15][CH:14]=[C:13]3[C:8]=2[CH:9]=[CH:10][CH:11]=[N:12]3)[CH:4]=[N:3]1.[O:18](S(C(F)(F)F)(=O)=O)[S:19]([C:22]([F:25])([F:24])[F:23])(=O)=[O:20], predict the reaction product. The product is: [CH3:1][N:2]1[CH:6]=[C:5]([C:7]2[C:16]([O:17][S:19]([C:22]([F:25])([F:24])[F:23])(=[O:20])=[O:18])=[CH:15][CH:14]=[C:13]3[C:8]=2[CH:9]=[CH:10][CH:11]=[N:12]3)[CH:4]=[N:3]1. (2) Given the reactants C(OC(=O)[NH:7][C:8]1[CH:13]=[C:12]([O:14][CH2:15][CH3:16])[C:11]([C:17]([F:20])([F:19])[F:18])=[CH:10][C:9]=1[NH:21][C:22](=[O:41])[CH2:23][C:24]([C:26]1[CH:31]=[CH:30][CH:29]=[C:28]([C:32]2[CH:37]=[C:36]([CH3:38])[N:35]=[C:34]([CH2:39]C)[CH:33]=2)[CH:27]=1)=O)(C)(C)C.[C:43](O)(C(F)(F)F)=O, predict the reaction product. The product is: [CH2:15]([O:14][C:12]1[C:11]([C:17]([F:19])([F:20])[F:18])=[CH:10][C:9]2[NH:21][C:22](=[O:41])[CH2:23][C:24]([C:26]3[CH:31]=[CH:30][CH:29]=[C:28]([C:32]4[CH:37]=[C:36]([CH3:38])[N:35]=[C:34]([CH2:39][CH3:43])[CH:33]=4)[CH:27]=3)=[N:7][C:8]=2[CH:13]=1)[CH3:16]. (3) Given the reactants O.[C:2]1([CH3:12])[CH:7]=[CH:6][C:5]([S:8]([OH:11])(=[O:10])=[O:9])=[CH:4][CH:3]=1.[F:13][C@H:14]1[CH2:18][CH2:17][N:16](C(OC(C)(C)C)=O)[CH2:15]1, predict the reaction product. The product is: [CH3:12][C:2]1[CH:3]=[CH:4][C:5]([S:8]([OH:11])(=[O:10])=[O:9])=[CH:6][CH:7]=1.[F:13][C@H:14]1[CH2:18][CH2:17][NH:16][CH2:15]1. (4) Given the reactants [OH-].[Na+].[S:3]1[C:7]([NH2:8])=[N:6][CH:5]=[N:4]1.[C:9]([C:11]1[CH:12]=[C:13]([S:18](Cl)(=[O:20])=[O:19])[CH:14]=[CH:15][C:16]=1[F:17])#[N:10].Cl, predict the reaction product. The product is: [C:9]([C:11]1[CH:12]=[C:13]([S:18]([NH:8][C:7]2[S:3][N:4]=[CH:5][N:6]=2)(=[O:20])=[O:19])[CH:14]=[CH:15][C:16]=1[F:17])#[N:10].